This data is from Reaction yield outcomes from USPTO patents with 853,638 reactions. The task is: Predict the reaction yield, written as a fraction of the theoretical maximum amount of product (1.0 means a 100% yield; for example, 0.34 means a 34% yield). The yield is 0.750. The product is [CH2:1]([S:3]([C:6]1[CH:7]=[C:8]([C:12]2[CH:20]=[C:19]([N:21]([CH3:22])[C:33]([CH:30]3[CH2:32][CH2:31]3)=[O:34])[C:18]([O:23][CH3:24])=[C:17]3[C:13]=2[C:14]2[CH:28]=[C:27]([CH3:29])[CH:26]=[N:25][C:15]=2[NH:16]3)[CH:9]=[CH:10][CH:11]=1)(=[O:5])=[O:4])[CH3:2]. The catalyst is C1COCC1. The reactants are [CH2:1]([S:3]([C:6]1[CH:7]=[C:8]([C:12]2[CH:20]=[C:19]([NH:21][CH3:22])[C:18]([O:23][CH3:24])=[C:17]3[C:13]=2[C:14]2[CH:28]=[C:27]([CH3:29])[CH:26]=[N:25][C:15]=2[NH:16]3)[CH:9]=[CH:10][CH:11]=1)(=[O:5])=[O:4])[CH3:2].[CH:30]1([C:33](Cl)=[O:34])[CH2:32][CH2:31]1.